Binary Classification. Given a drug SMILES string, predict its activity (active/inactive) in a high-throughput screening assay against a specified biological target. From a dataset of M1 muscarinic receptor agonist screen with 61,833 compounds. (1) The molecule is s\1\c(n(c(=O)c1=C\c1ccncc1)c1ccccc1)=C(\C(=O)N1CCOCC1)C#N. The result is 0 (inactive). (2) The drug is s1c(CNC(=O)NC(Cc2ccccc2)C(O)=O)ccc1. The result is 0 (inactive). (3) The drug is O=C(NCCCN1CCN(CC1)C)Nc1c2c(ccc1)cccc2. The result is 0 (inactive). (4) The drug is OC1(NC(=O)c2ccccc2)C(=O)c2c(C1=O)cccc2. The result is 0 (inactive).